From a dataset of Forward reaction prediction with 1.9M reactions from USPTO patents (1976-2016). Predict the product of the given reaction. (1) Given the reactants C(OC1C=CC(N)=CC=1)C1C=CC=CC=1.N1C=CC=C1C(O)=O.[CH2:24]([O:31][C:32]1[CH:37]=[CH:36][C:35]([NH:38][C:39]([C:41]2[CH:46]=[CH:45][CH:44]=C[N:42]=2)=[O:40])=[CH:34][CH:33]=1)[C:25]1[CH:30]=[CH:29][CH:28]=[CH:27][CH:26]=1, predict the reaction product. The product is: [CH2:24]([O:31][C:32]1[CH:33]=[CH:34][C:35]([NH:38][C:39]([C:41]2[NH:42][CH:44]=[CH:45][CH:46]=2)=[O:40])=[CH:36][CH:37]=1)[C:25]1[CH:26]=[CH:27][CH:28]=[CH:29][CH:30]=1. (2) Given the reactants [CH3:1][C@H:2]1[C:3](=[O:39])[NH:4][C:5]2[CH:6]=[N:7][N:8]([CH2:31][O:32][CH2:33][CH2:34][Si:35]([CH3:38])([CH3:37])[CH3:36])[C:9]=2[C:10]2[CH:11]=[CH:12][N:13]=[C:14]([CH:30]=2)[C@@H:15]([NH:19][C:20](=[O:29])[O:21][CH2:22][C:23]2[CH:28]=[CH:27][CH:26]=[CH:25][CH:24]=2)[CH2:16][CH:17]=[CH:18]1, predict the reaction product. The product is: [CH3:1][C@@H:2]1[CH2:18][CH2:17][CH2:16][C@H:15]([NH:19][C:20](=[O:29])[O:21][CH2:22][C:23]2[CH:28]=[CH:27][CH:26]=[CH:25][CH:24]=2)[C:14]2[CH:30]=[C:10]([CH:11]=[CH:12][N:13]=2)[C:9]2[N:8]([CH2:31][O:32][CH2:33][CH2:34][Si:35]([CH3:38])([CH3:37])[CH3:36])[N:7]=[CH:6][C:5]=2[NH:4][C:3]1=[O:39]. (3) The product is: [Cl:1][C:2]1[C:3]([C:24]([NH:28][CH:29]2[CH2:34][CH2:33][O:32][CH2:31][CH2:30]2)=[O:26])=[CH:4][C:5]2[N:6]([C:8]([CH2:15][CH:16]3[CH2:21][CH2:20][C:19]([F:23])([F:22])[CH2:18][CH2:17]3)=[C:9]([C:11]([F:14])([F:13])[CH3:12])[N:10]=2)[CH:7]=1. Given the reactants [Cl:1][C:2]1[C:3]([C:24]([OH:26])=O)=[CH:4][C:5]2[N:6]([C:8]([CH2:15][CH:16]3[CH2:21][CH2:20][C:19]([F:23])([F:22])[CH2:18][CH2:17]3)=[C:9]([C:11]([F:14])([F:13])[CH3:12])[N:10]=2)[CH:7]=1.Cl.[NH2:28][CH:29]1[CH2:34][CH2:33][O:32][CH2:31][CH2:30]1, predict the reaction product. (4) Given the reactants [Cl:1][C:2]1[N:7]=[CH:6][C:5]([CH:8]=O)=[CH:4][CH:3]=1.S([O-])([O-])(=O)=O.[Mg+2].[NH2:16][CH2:17][CH2:18][OH:19].C(O[BH-](OC(=O)C)OC(=O)C)(=O)C.[Na+].[Cl-].[Na+], predict the reaction product. The product is: [Cl:1][C:2]1[N:7]=[CH:6][C:5]([CH2:8][NH:16][CH2:17][CH2:18][OH:19])=[CH:4][CH:3]=1. (5) Given the reactants [NH2:1][C:2]1[CH:7]=[CH:6][C:5]([C:8]([C:12]2[CH:17]=[CH:16][CH:15]=[CH:14][CH:13]=2)([CH3:11])[C:9]#[N:10])=[CH:4][CH:3]=1.[CH3:18][O:19][C:20]1[CH:21]=[C:22]([CH:26]=[CH:27][C:28]=1[O:29][CH3:30])[C:23](Cl)=[O:24].C(N(CC)CC)C, predict the reaction product. The product is: [C:9]([C:8]([CH3:11])([C:12]1[CH:13]=[CH:14][CH:15]=[CH:16][CH:17]=1)[C:5]1[CH:4]=[CH:3][C:2]([NH:1][C:23](=[O:24])[C:22]2[CH:26]=[CH:27][C:28]([O:29][CH3:30])=[C:20]([O:19][CH3:18])[CH:21]=2)=[CH:7][CH:6]=1)#[N:10]. (6) Given the reactants [Cl:1][C:2]1[CH:7]=[CH:6][C:5]([C:8]2[O:17][C:11]3[N:12]=[CH:13][NH:14][C:15](=[O:16])[C:10]=3[CH:9]=2)=[CH:4][CH:3]=1.[CH3:18][O:19][C:20]1[CH:21]=[C:22](B(O)O)[CH:23]=[CH:24][C:25]=1[O:26][CH3:27].C(N(CC)CC)C.N1C=CC=CC=1, predict the reaction product. The product is: [Cl:1][C:2]1[CH:3]=[CH:4][C:5]([C:8]2[O:17][C:11]3[N:12]=[CH:13][N:14]([C:23]4[CH:22]=[CH:21][C:20]([O:19][CH3:18])=[C:25]([O:26][CH3:27])[CH:24]=4)[C:15](=[O:16])[C:10]=3[CH:9]=2)=[CH:6][CH:7]=1.